From a dataset of Peptide-MHC class II binding affinity with 134,281 pairs from IEDB. Regression. Given a peptide amino acid sequence and an MHC pseudo amino acid sequence, predict their binding affinity value. This is MHC class II binding data. (1) The peptide sequence is RCALHWFPGSHLLAC. The MHC is DRB1_0802 with pseudo-sequence DRB1_0802. The binding affinity (normalized) is 0.202. (2) The peptide sequence is TFHVEKGSNPNYLALLVKYVNGDGD. The MHC is DRB4_0101 with pseudo-sequence DRB4_0103. The binding affinity (normalized) is 0.219. (3) The peptide sequence is STTVSTEQNVPDPQV. The MHC is HLA-DPA10301-DPB10402 with pseudo-sequence HLA-DPA10301-DPB10402. The binding affinity (normalized) is 0.